This data is from Reaction yield outcomes from USPTO patents with 853,638 reactions. The task is: Predict the reaction yield, written as a fraction of the theoretical maximum amount of product (1.0 means a 100% yield; for example, 0.34 means a 34% yield). (1) The reactants are [NH2:1][C:2]1[C:11]2[C:6](=[C:7](Br)[CH:8]=[CH:9][CH:10]=2)[N:5]=[N:4][C:3]=1[C:13]([NH:15][CH:16]1[CH2:18][CH2:17]1)=[O:14].[CH3:19][O:20][C:21]1[CH:26]=[CH:25][N:24]=[CH:23][C:22]=1B(O)O. No catalyst specified. The product is [NH2:1][C:2]1[C:11]2[C:6](=[C:7]([C:22]3[CH:23]=[N:24][CH:25]=[CH:26][C:21]=3[O:20][CH3:19])[CH:8]=[CH:9][CH:10]=2)[N:5]=[N:4][C:3]=1[C:13]([NH:15][CH:16]1[CH2:18][CH2:17]1)=[O:14]. The yield is 0.330. (2) The reactants are C[CH:2]([OH:14])[CH2:3][O:4][CH2:5][CH2:5][O:4][CH2:3][CH2:2][O:14]CCO.[C:15]([O:19][C:20]([CH3:23])([CH3:22])[CH3:21])(=[O:18])[CH:16]=[CH2:17].[Na]. The catalyst is C1COCC1. The product is [C:20]([O:19][C:15](=[O:18])[CH2:16][CH2:17][O:14][CH2:2][CH2:3][O:4][CH3:5])([CH3:23])([CH3:22])[CH3:21]. The yield is 0.890. (3) The reactants are [CH3:1][CH:2]([CH3:35])[CH2:3][C@H:4]([NH:19][C:20]([C@@H:22]1[CH2:27][CH2:26][CH2:25][CH2:24][N:23]1C(OC(C)(C)C)=O)=[O:21])/[CH:5]=[CH:6]/[C:7](=[O:18])[NH:8][C:9]1[S:10][C:11]([C:14]([F:17])([F:16])[F:15])=[N:12][N:13]=1.[OH:36][S:37]([OH:40])(=[O:39])=[O:38]. The catalyst is O1CCOCC1. The product is [S:37]([OH:40])([OH:39])(=[O:38])=[O:36].[CH3:1][CH:2]([CH3:35])[CH2:3][C@H:4]([NH:19][C:20]([C@@H:22]1[CH2:27][CH2:26][CH2:25][CH2:24][NH:23]1)=[O:21])/[CH:5]=[CH:6]/[C:7](=[O:18])[NH:8][C:9]1[S:10][C:11]([C:14]([F:17])([F:15])[F:16])=[N:12][N:13]=1. The yield is 0.250. (4) The reactants are [Cl:1][C@H:2]1[C@H:6]([CH2:7][CH2:8][CH2:9][C:10]2[S:14][C:13]([C:15]([O:17]C)=[O:16])=[CH:12][CH:11]=2)[C@@H:5](/[CH:19]=[CH:20]/[C@@H:21]([OH:28])[CH2:22][CH2:23][CH2:24][C@@H:25]([OH:27])[CH3:26])[C@H:4]([OH:29])[CH2:3]1.[OH-].[Li+].Cl. The catalyst is C1COCC1. The product is [Cl:1][C@H:2]1[C@H:6]([CH2:7][CH2:8][CH2:9][C:10]2[S:14][C:13]([C:15]([OH:17])=[O:16])=[CH:12][CH:11]=2)[C@@H:5](/[CH:19]=[CH:20]/[C@@H:21]([OH:28])[CH2:22][CH2:23][CH2:24][C@@H:25]([OH:27])[CH3:26])[C@H:4]([OH:29])[CH2:3]1. The yield is 0.600.